From a dataset of Forward reaction prediction with 1.9M reactions from USPTO patents (1976-2016). Predict the product of the given reaction. (1) Given the reactants [Si:1]([O:8][C@H:9]([C:58]1[CH:67]=[CH:66][C:65]([OH:68])=[C:64]2[C:59]=1[CH:60]=[CH:61][C:62](=[O:69])[NH:63]2)[CH2:10][NH:11]CCCC#CC1C=C(NC(C2C=C(S(C3C=C4C(=C(C)C=3)N=CC(C(N)=O)=C4NC3C=CC=C(OC)C=3)(=O)=O)C=CC=2)=O)C=CC=1)([C:4]([CH3:7])([CH3:6])[CH3:5])([CH3:3])[CH3:2].Br[CH2:71][CH2:72][CH2:73][CH2:74][CH2:75][CH2:76][O:77][CH2:78][CH2:79][CH2:80][CH2:81][C:82]1[CH:87]=[CH:86][C:85]([N:88]([CH3:123])[C:89]([C:91]2[CH:92]=[C:93]([S:97]([C:100]3[CH:101]=[C:102]4[C:107](=[C:108]([CH3:110])[CH:109]=3)[N:106]=[CH:105][C:104]([C:111]([NH2:113])=[O:112])=[C:103]4[NH:114][C:115]3[CH:120]=[CH:119][CH:118]=[C:117]([O:121][CH3:122])[CH:116]=3)(=[O:99])=[O:98])[CH:94]=[CH:95][CH:96]=2)=[O:90])=[CH:84][CH:83]=1, predict the reaction product. The product is: [OH:68][C:65]1[CH:66]=[CH:67][C:58]([C@H:9]([CH2:10][NH:11][CH2:71][CH2:72][CH2:73][CH2:74][CH2:75][CH2:76][O:77][CH2:78][CH2:79][CH2:80][CH2:81][C:82]2[CH:87]=[CH:86][C:85]([N:88]([CH3:123])[C:89]([C:91]3[CH:92]=[C:93]([S:97]([C:100]4[CH:101]=[C:102]5[C:107](=[C:108]([CH3:110])[CH:109]=4)[N:106]=[CH:105][C:104]([C:111]([NH2:113])=[O:112])=[C:103]5[NH:114][C:115]4[CH:120]=[CH:119][CH:118]=[C:117]([O:121][CH3:122])[CH:116]=4)(=[O:99])=[O:98])[CH:94]=[CH:95][CH:96]=3)=[O:90])=[CH:84][CH:83]=2)[O:8][Si:1]([CH3:2])([CH3:3])[C:4]([CH3:5])([CH3:6])[CH3:7])=[C:59]2[C:64]=1[NH:63][C:62](=[O:69])[CH:61]=[CH:60]2. (2) Given the reactants I[C:2]1[CH:3]=[C:4]([C:8]2([CH3:23])[CH:13]3[CH:9]2[CH2:10][N:11]([CH2:14][CH2:15][CH2:16][C:17]2[CH:22]=[CH:21][CH:20]=[CH:19][CH:18]=2)[CH2:12]3)[CH:5]=[CH:6][CH:7]=1.[C-:24]#[N:25].[K+], predict the reaction product. The product is: [CH3:23][C:8]1([C:4]2[CH:3]=[C:2]([CH:7]=[CH:6][CH:5]=2)[C:24]#[N:25])[CH:13]2[CH:9]1[CH2:10][N:11]([CH2:14][CH2:15][CH2:16][C:17]1[CH:22]=[CH:21][CH:20]=[CH:19][CH:18]=1)[CH2:12]2.